From a dataset of Reaction yield outcomes from USPTO patents with 853,638 reactions. Predict the reaction yield, written as a fraction of the theoretical maximum amount of product (1.0 means a 100% yield; for example, 0.34 means a 34% yield). (1) The reactants are [CH3:1][O:2][C:3](=[O:32])[NH:4][CH:5]([C:9]([N:11]1[CH2:15][CH2:14][CH2:13][CH:12]1[C:16](=[O:31])[NH:17][C:18]1[CH:23]=[CH:22][C:21]([C:24]2[CH:29]=[CH:28][C:27](Br)=[CH:26][CH:25]=2)=[CH:20][CH:19]=1)=[O:10])[CH:6]([CH3:8])[CH3:7].[B:33]1([B:33]2[O:37][C:36]([CH3:39])([CH3:38])[C:35]([CH3:41])([CH3:40])[O:34]2)[O:37][C:36]([CH3:39])([CH3:38])[C:35]([CH3:41])([CH3:40])[O:34]1.C([O-])(=O)C.[K+]. The catalyst is O1CCOCC1.C(OCC)(=O)C.C1C=CC(P(C2C=CC=CC=2)[C-]2C=CC=C2)=CC=1.C1C=CC(P(C2C=CC=CC=2)[C-]2C=CC=C2)=CC=1.Cl[Pd]Cl.[Fe+2]. The product is [CH3:1][O:2][C:3](=[O:32])[NH:4][CH:5]([C:9]([N:11]1[CH2:15][CH2:14][CH2:13][CH:12]1[C:16](=[O:31])[NH:17][C:18]1[CH:23]=[CH:22][C:21]([C:24]2[CH:29]=[CH:28][C:27]([B:33]3[O:37][C:36]([CH3:39])([CH3:38])[C:35]([CH3:41])([CH3:40])[O:34]3)=[CH:26][CH:25]=2)=[CH:20][CH:19]=1)=[O:10])[CH:6]([CH3:8])[CH3:7]. The yield is 0.750. (2) The reactants are Cl[C:2]1[CH:7]=[CH:6][N:5]=[C:4]2[CH:8]=[C:9]([C:11]3[N:12]([CH3:19])[C:13]([C:16]([CH3:18])=[CH2:17])=[N:14][CH:15]=3)[S:10][C:3]=12.[CH3:20][C:21]1[NH:22][C:23]2[C:28]([CH:29]=1)=[CH:27][C:26]([NH2:30])=[CH:25][CH:24]=2. No catalyst specified. The product is [C:16]([C:13]1[N:12]([CH3:19])[C:11]([C:9]2[S:10][C:3]3[C:4](=[N:5][CH:6]=[CH:7][C:2]=3[NH:30][C:26]3[CH:27]=[C:28]4[C:23](=[CH:24][CH:25]=3)[NH:22][C:21]([CH3:20])=[CH:29]4)[CH:8]=2)=[CH:15][N:14]=1)([CH3:18])=[CH2:17]. The yield is 0.600. (3) The reactants are [CH2:1]([O:3][C:4]([CH:6]1[CH2:11][CH2:10][N:9]([C:12]([O:14][C:15]([CH3:18])([CH3:17])[CH3:16])=[O:13])[CH2:8][CH2:7]1)=[O:5])[CH3:2].C[Si]([N-][Si](C)(C)C)(C)C.[Na+].[N+:29]([C:32]1[CH:39]=[CH:38][CH:37]=[CH:36][C:33]=1[CH2:34]Br)([O-:31])=[O:30]. The catalyst is O1CCCC1. The product is [CH2:1]([O:3][C:4]([C:6]1([CH2:34][C:33]2[CH:36]=[CH:37][CH:38]=[CH:39][C:32]=2[N+:29]([O-:31])=[O:30])[CH2:11][CH2:10][N:9]([C:12]([O:14][C:15]([CH3:17])([CH3:16])[CH3:18])=[O:13])[CH2:8][CH2:7]1)=[O:5])[CH3:2]. The yield is 0.130. (4) The reactants are [Br:1][CH:2]1[CH2:23][CH2:22][C:5]2=[CH:6][C:7]3[C:8]4[CH:17]=[CH:16][C:15]([CH:18]([OH:21])[CH2:19][Br:20])=[CH:14][C:9]=4[CH2:10][O:11][C:12]=3[CH:13]=[C:4]2[C:3]1=[O:24].C(=O)(O)[O-].[Na+].[Br-].[Na+].O. The catalyst is C(Cl)Cl.CC1(C)N([O])C(C)(C)CCC1.C(O)(C)C. The product is [Br:1][CH:2]1[CH2:23][CH2:22][C:5]2=[CH:6][C:7]3[C:8]4[CH:17]=[CH:16][C:15]([C:18](=[O:21])[CH2:19][Br:20])=[CH:14][C:9]=4[CH2:10][O:11][C:12]=3[CH:13]=[C:4]2[C:3]1=[O:24]. The yield is 0.760.